Dataset: Forward reaction prediction with 1.9M reactions from USPTO patents (1976-2016). Task: Predict the product of the given reaction. (1) Given the reactants Cl[CH2:2][C:3]([NH:5][C:6]1[CH:11]=[C:10]([N+:12]([O-:14])=[O:13])[CH:9]=[CH:8][C:7]=1[O:15][CH3:16])=[O:4].[NH:17]1[CH2:22][CH2:21][O:20][CH2:19][CH2:18]1.C(N(CC)CC)C.[I-].[K+], predict the reaction product. The product is: [CH3:16][O:15][C:7]1[CH:8]=[CH:9][C:10]([N+:12]([O-:14])=[O:13])=[CH:11][C:6]=1[NH:5][C:3](=[O:4])[CH2:2][N:17]1[CH2:22][CH2:21][O:20][CH2:19][CH2:18]1. (2) Given the reactants O=[CH:2][C@@H:3]([C@H:5]([C@@H:7]([C@@H:9]([CH2:11][OH:12])[OH:10])O)O)[OH:4].[Na+].[Cl-].Cl.N[C@H:17](C(O)=[O:21])[CH2:18]S.[C:23](=[O:26])([O-])[O-:24].[Ca+2], predict the reaction product. The product is: [C:11]([OH:12])(=[O:21])[CH:9]([CH3:7])[OH:10].[C:5]1([C:3]([CH3:2])([OH:4])[C:23]([OH:24])=[O:26])[CH:18]=[CH:17][CH:11]=[CH:9][CH:7]=1. (3) Given the reactants Cl[C:2]1[N:7]=[CH:6][C:5]([CH2:8][N:9]2[C:17]3[C:12](=[CH:13][CH:14]=[CH:15][CH:16]=3)[C:11]3([C:29]4[C:20](=[CH:21][C:22]5[O:27][CH2:26][CH2:25][O:24][C:23]=5[CH:28]=4)[O:19][CH2:18]3)[C:10]2=[O:30])=[CH:4][CH:3]=1.[NH:31]1[CH2:36][CH2:35][O:34][CH2:33][CH2:32]1.O, predict the reaction product. The product is: [N:31]1([C:2]2[N:7]=[CH:6][C:5]([CH2:8][N:9]3[C:17]4[C:12](=[CH:13][CH:14]=[CH:15][CH:16]=4)[C:11]4([C:29]5[C:20](=[CH:21][C:22]6[O:27][CH2:26][CH2:25][O:24][C:23]=6[CH:28]=5)[O:19][CH2:18]4)[C:10]3=[O:30])=[CH:4][CH:3]=2)[CH2:36][CH2:35][O:34][CH2:33][CH2:32]1. (4) Given the reactants [CH:1]([C:3]1[CH:11]=[CH:10][C:9](OC)=[CH:8][C:4]=1[C:5]([OH:7])=O)=O.[CH3:14][NH:15][NH2:16].[CH2:17](O)C, predict the reaction product. The product is: [CH3:17][C:9]1[CH:8]=[C:4]2[C:3]([CH:1]=[N:16][N:15]([CH3:14])[C:5]2=[O:7])=[CH:11][CH:10]=1. (5) Given the reactants [F:1][C:2]1[CH:7]=[CH:6][C:5]([C:8](=[O:15])[CH2:9][C:10]([O:12][CH2:13][CH3:14])=[O:11])=[CH:4][CH:3]=1.[Br:16]N1C(=O)CCC1=O.C([O-])(=O)C.[NH4+], predict the reaction product. The product is: [Br:16][CH:9]([C:8]([C:5]1[CH:4]=[CH:3][C:2]([F:1])=[CH:7][CH:6]=1)=[O:15])[C:10]([O:12][CH2:13][CH3:14])=[O:11].